From a dataset of Forward reaction prediction with 1.9M reactions from USPTO patents (1976-2016). Predict the product of the given reaction. (1) Given the reactants [C:1]([O:4][CH2:5][C:6]1[C:11]([F:12])=[CH:10][C:9]([NH:13]C(OC(C)(C)C)=O)=[CH:8][C:7]=1[Cl:21])(=[O:3])[CH3:2].C[Si](I)(C)C, predict the reaction product. The product is: [C:1]([O:4][CH2:5][C:6]1[C:11]([F:12])=[CH:10][C:9]([NH2:13])=[CH:8][C:7]=1[Cl:21])(=[O:3])[CH3:2]. (2) Given the reactants [C:1]1([C:7]2[C:8]([C:18]3[CH:25]=[CH:24][C:21]([CH:22]=[O:23])=[CH:20][CH:19]=3)=[N:9][C:10]3[N:11]([C:13]([CH:16]=[CH2:17])=[CH:14][N:15]=3)[CH:12]=2)[CH:6]=[CH:5][CH:4]=[CH:3][CH:2]=1, predict the reaction product. The product is: [CH2:16]([C:13]1[N:11]2[CH:12]=[C:7]([C:1]3[CH:6]=[CH:5][CH:4]=[CH:3][CH:2]=3)[C:8]([C:18]3[CH:25]=[CH:24][C:21]([CH:22]=[O:23])=[CH:20][CH:19]=3)=[N:9][C:10]2=[N:15][CH:14]=1)[CH3:17].